Dataset: Forward reaction prediction with 1.9M reactions from USPTO patents (1976-2016). Task: Predict the product of the given reaction. (1) Given the reactants Cl[C:2]1[N:7]=[C:6]([O:8][C:9]2[C:18]3[C:13](=[CH:14][CH:15]=[CH:16][CH:17]=3)[C:12]([NH:19][C:20]([NH:22][C:23]3[N:27]([C:28]4[CH:33]=[CH:32][C:31]([CH3:34])=[CH:30][CH:29]=4)[N:26]=[C:25]([CH:35]([CH3:37])[CH3:36])[CH:24]=3)=[O:21])=[CH:11][CH:10]=2)[CH:5]=[CH:4][N:3]=1.[CH3:38][O:39][CH2:40][CH2:41][O:42][CH2:43][CH2:44][O:45][CH2:46][CH2:47][O:48][C:49]1[CH:50]=[C:51]([CH:53]=[C:54]([O:56][C:57]([F:60])([F:59])[F:58])[CH:55]=1)[NH2:52], predict the reaction product. The product is: [CH:35]([C:25]1[CH:24]=[C:23]([NH:22][C:20]([NH:19][C:12]2[C:13]3[C:18](=[CH:17][CH:16]=[CH:15][CH:14]=3)[C:9]([O:8][C:6]3[CH:5]=[CH:4][N:3]=[C:2]([NH:52][C:51]4[CH:53]=[C:54]([O:56][C:57]([F:59])([F:60])[F:58])[CH:55]=[C:49]([O:48][CH2:47][CH2:46][O:45][CH2:44][CH2:43][O:42][CH2:41][CH2:40][O:39][CH3:38])[CH:50]=4)[N:7]=3)=[CH:10][CH:11]=2)=[O:21])[N:27]([C:28]2[CH:33]=[CH:32][C:31]([CH3:34])=[CH:30][CH:29]=2)[N:26]=1)([CH3:37])[CH3:36]. (2) Given the reactants Cl[C:2]1[N:7]=[C:6]2[CH:8]=[N:9][CH:10]=[CH:11][C:5]2=[N:4][C:3]=1[N:12]1[CH2:17][CH2:16][N:15]([CH2:18][C:19]2[CH:24]=[CH:23][C:22]([F:25])=[CH:21][C:20]=2[F:26])[CH2:14][CH2:13]1.[CH:27]1([NH2:31])[CH2:30][CH2:29][CH2:28]1.[F-].[K+].CCN(C(C)C)C(C)C, predict the reaction product. The product is: [CH:27]1([NH:31][C:2]2[N:7]=[C:6]3[CH:8]=[N:9][CH:10]=[CH:11][C:5]3=[N:4][C:3]=2[N:12]2[CH2:17][CH2:16][N:15]([CH2:18][C:19]3[CH:24]=[CH:23][C:22]([F:25])=[CH:21][C:20]=3[F:26])[CH2:14][CH2:13]2)[CH2:30][CH2:29][CH2:28]1. (3) Given the reactants [CH2:1]([NH:8][C:9](=[O:21])[C@H:10]([NH:13]C(=O)OC(C)(C)C)[CH2:11][OH:12])[C:2]1[CH:7]=[CH:6][CH:5]=[CH:4][CH:3]=1.Cl[CH2:23]Cl.[OH-].[Na+].S(OC)(OC)(=O)=O, predict the reaction product. The product is: [NH2:13][C@H:10]([CH2:11][O:12][CH3:23])[C:9]([NH:8][CH2:1][C:2]1[CH:7]=[CH:6][CH:5]=[CH:4][CH:3]=1)=[O:21]. (4) Given the reactants [Br:1][C:2]1[C:3]([F:10])=[CH:4][C:5]([F:9])=[C:6]([CH:8]=1)[NH2:7].[C:11]([N:19]=[C:20]=[S:21])(=[O:18])[C:12]1[CH:17]=[CH:16][CH:15]=[CH:14][CH:13]=1, predict the reaction product. The product is: [C:11]([NH:19][C:20]([NH:7][C:6]1[CH:8]=[C:2]([Br:1])[C:3]([F:10])=[CH:4][C:5]=1[F:9])=[S:21])(=[O:18])[C:12]1[CH:17]=[CH:16][CH:15]=[CH:14][CH:13]=1. (5) Given the reactants C(O[C:6](=[O:31])[NH:7][C@H:8]([C:10](=[O:30])[NH:11][C@H:12]([B:17]1[O:25][C@H:24]2[C@:19]([CH3:29])([C@H:20]3[CH2:26][C@@H:22]([CH2:23]2)[C:21]3([CH3:28])[CH3:27])[O:18]1)[CH2:13][CH:14]([CH3:16])[CH3:15])[CH3:9])(C)(C)C.[CH:32]([C:35]1[CH:36]=[C:37]([NH:41][C@@H:42]([CH2:46][C:47]2[CH:52]=[C:51]([O:53][CH3:54])[C:50]([O:55][CH3:56])=[C:49]([O:57][CH3:58])[CH:48]=2)C(O)=O)[CH:38]=[CH:39][CH:40]=1)([CH3:34])[CH3:33], predict the reaction product. The product is: [CH:32]([C:35]1[CH:36]=[C:37]([NH:41][C@@H:42]([CH2:46][C:47]2[CH:48]=[C:49]([O:57][CH3:58])[C:50]([O:55][CH3:56])=[C:51]([O:53][CH3:54])[CH:52]=2)[C:6]([NH:7][C@H:8]([C:10](=[O:30])[NH:11][C@H:12]([B:17]2[O:25][C@H:24]3[C@:19]([CH3:29])([C@H:20]4[CH2:26][C@@H:22]([CH2:23]3)[C:21]4([CH3:27])[CH3:28])[O:18]2)[CH2:13][CH:14]([CH3:16])[CH3:15])[CH3:9])=[O:31])[CH:38]=[CH:39][CH:40]=1)([CH3:34])[CH3:33]. (6) The product is: [NH:21]1[C:29]2=[N:28][CH:27]=[CH:26][CH:25]=[C:24]2[C:23]([CH:30]=[C:11]2[O:10][C:9]([NH:8][C:5]3[CH:6]=[CH:7][C:2]([F:1])=[CH:3][C:4]=3[CH3:20])=[C:13]([C:14]([O:16][CH2:17][CH3:18])=[O:15])[C:12]2=[O:19])=[CH:22]1. Given the reactants [F:1][C:2]1[CH:7]=[CH:6][C:5]([NH:8][C:9]2[O:10][CH2:11][C:12](=[O:19])[C:13]=2[C:14]([O:16][CH2:17][CH3:18])=[O:15])=[C:4]([CH3:20])[CH:3]=1.[NH:21]1[C:29]2[C:24](=[CH:25][CH:26]=[CH:27][N:28]=2)[C:23]([CH:30]=O)=[CH:22]1.N1CCC[C@H]1C(O)=O, predict the reaction product.